From a dataset of Forward reaction prediction with 1.9M reactions from USPTO patents (1976-2016). Predict the product of the given reaction. (1) Given the reactants [CH3:1][O:2][C:3]1[CH:8]=[C:7]([N+:9]([O-])=O)[C:6]([O:12][CH3:13])=[CH:5][C:4]=1[N:14]1[CH2:19][CH2:18][CH:17]([N:20]2[CH2:25][CH2:24][CH2:23][CH2:22][CH2:21]2)[CH2:16][CH2:15]1.CCOC(C)=O, predict the reaction product. The product is: [N:20]1([CH:17]2[CH2:16][CH2:15][N:14]([C:4]3[C:3]([O:2][CH3:1])=[CH:8][C:7]([NH2:9])=[C:6]([O:12][CH3:13])[CH:5]=3)[CH2:19][CH2:18]2)[CH2:25][CH2:24][CH2:23][CH2:22][CH2:21]1. (2) The product is: [F:27][C:24]([F:25])([F:26])[CH:21]1[CH2:22][CH2:23][N:18]([CH2:17][CH2:16][O:15][C:12]2[CH:13]=[CH:14][C:8]3[O:7][C:6]([C:4]([OH:5])=[O:3])=[CH:10][C:9]=3[CH:11]=2)[CH2:19][CH2:20]1. Given the reactants C([O:3][C:4]([C:6]1[O:7][C:8]2[CH:14]=[CH:13][C:12]([O:15][CH2:16][CH2:17][N:18]3[CH2:23][CH2:22][CH:21]([C:24]([F:27])([F:26])[F:25])[CH2:20][CH2:19]3)=[CH:11][C:9]=2[CH:10]=1)=[O:5])C.[OH-].[Li+], predict the reaction product.